This data is from Full USPTO retrosynthesis dataset with 1.9M reactions from patents (1976-2016). The task is: Predict the reactants needed to synthesize the given product. Given the product [ClH:29].[OH:18][CH2:17][C@@H:16]([NH:15][C:14]([C@@H:13]1[CH2:12][C@@H:11]2[C@@H:9]([CH2:10]2)[NH:8]1)=[O:28])[C:19]12[CH2:20][C:21]([C:24]([F:27])([F:26])[F:25])([CH2:23]1)[CH2:22]2, predict the reactants needed to synthesize it. The reactants are: C(OC([N:8]1[C@H:13]([C:14](=[O:28])[NH:15][C@@H:16]([C:19]23[CH2:23][C:21]([C:24]([F:27])([F:26])[F:25])([CH2:22]2)[CH2:20]3)[CH2:17][OH:18])[CH2:12][C@@H:11]2[C@H:9]1[CH2:10]2)=O)(C)(C)C.[ClH:29].